Dataset: Catalyst prediction with 721,799 reactions and 888 catalyst types from USPTO. Task: Predict which catalyst facilitates the given reaction. (1) Reactant: [C:1]([S:4][CH2:5][C:6]1[CH:7]=[N:8][C:9]2[C:14]([CH:15]=1)=[CH:13][CH:12]=[CH:11][CH:10]=2)(=[O:3])[CH3:2].Cl.ClCC1C=NC2C(C=1)=CC=CC=2.C([O-])(=S)C.[K+]. Product: [C:1]([S:4][CH2:5][C:6]1[CH:7]=[N:8][C:9]2[C:14]([CH:15]=1)=[CH:13][CH:12]=[CH:11][CH:10]=2)(=[O:3])[CH3:2]. The catalyst class is: 21. (2) Reactant: C[Si](C)(C)[N-][Si](C)(C)C.[Li+].[CH2:11]([N:18]1[C:25](=[O:26])[CH2:24][N:23]([C:27]([O:29][C:30]([CH3:33])([CH3:32])[CH3:31])=[O:28])[CH2:22][C:19]21[CH2:21][CH2:20]2)[C:12]1[CH:17]=[CH:16][CH:15]=[CH:14][CH:13]=1.[CH3:34]I.[Cl-].[NH4+]. Product: [CH2:11]([N:18]1[C:25](=[O:26])[CH:24]([CH3:34])[N:23]([C:27]([O:29][C:30]([CH3:33])([CH3:32])[CH3:31])=[O:28])[CH2:22][C:19]21[CH2:21][CH2:20]2)[C:12]1[CH:17]=[CH:16][CH:15]=[CH:14][CH:13]=1. The catalyst class is: 56. (3) Reactant: [N:1]1([C:7]2[O:8][C:9]([C:16]([NH:18][C:19]3[CH:20]=[C:21]4[C:26](=[CH:27][CH:28]=3)[CH2:25][NH:24][CH2:23][CH2:22]4)=[O:17])=[C:10]([C:12]([F:15])([F:14])[F:13])[N:11]=2)[CH2:6][CH2:5][CH2:4][CH2:3][CH2:2]1.C([O-])([O-])=O.[K+].[K+].I[CH2:36][C:37]([O:39][CH2:40][CH3:41])=[O:38]. Product: [N:1]1([C:7]2[O:8][C:9]([C:16]([NH:18][C:19]3[CH:20]=[C:21]4[C:26](=[CH:27][CH:28]=3)[CH2:25][N:24]([CH2:36][C:37]([O:39][CH2:40][CH3:41])=[O:38])[CH2:23][CH2:22]4)=[O:17])=[C:10]([C:12]([F:14])([F:13])[F:15])[N:11]=2)[CH2:2][CH2:3][CH2:4][CH2:5][CH2:6]1. The catalyst class is: 210.